Regression. Given a peptide amino acid sequence and an MHC pseudo amino acid sequence, predict their binding affinity value. This is MHC class I binding data. From a dataset of Peptide-MHC class I binding affinity with 185,985 pairs from IEDB/IMGT. (1) The peptide sequence is CVNGVCWTV. The MHC is HLA-A02:01 with pseudo-sequence HLA-A02:01. The binding affinity (normalized) is 0.347. (2) The peptide sequence is FLYDRLAST. The MHC is HLA-A29:02 with pseudo-sequence HLA-A29:02. The binding affinity (normalized) is 0.0847.